This data is from Forward reaction prediction with 1.9M reactions from USPTO patents (1976-2016). The task is: Predict the product of the given reaction. Given the reactants C([O:3][C:4](=O)/[C:5](/[C:14]1[CH:19]=[CH:18][C:17]([S:20]([CH3:23])(=[O:22])=[O:21])=[CH:16][CH:15]=1)=[CH:6]/[CH2:7][CH:8]1[CH2:13][CH2:12][CH2:11][CH2:10][CH2:9]1)C.CC(C[AlH]CC(C)C)C.C1(C)C=CC=CC=1, predict the reaction product. The product is: [CH:8]1([CH2:7]/[CH:6]=[C:5](\[C:14]2[CH:19]=[CH:18][C:17]([S:20]([CH3:23])(=[O:22])=[O:21])=[CH:16][CH:15]=2)/[CH2:4][OH:3])[CH2:13][CH2:12][CH2:11][CH2:10][CH2:9]1.